Dataset: Reaction yield outcomes from USPTO patents with 853,638 reactions. Task: Predict the reaction yield, written as a fraction of the theoretical maximum amount of product (1.0 means a 100% yield; for example, 0.34 means a 34% yield). The reactants are C([O:5][P:6]([CH:13]([OH:20])[C:14]1[CH:15]=[N:16][CH:17]=[CH:18][CH:19]=1)(=[O:12])[O:7]C(C)(C)C)(C)(C)C. The catalyst is C(O)(=O)C.O. The product is [OH:20][CH:13]([P:6](=[O:5])([OH:7])[OH:12])[C:14]1[CH:15]=[N:16][CH:17]=[CH:18][CH:19]=1. The yield is 0.790.